From a dataset of Forward reaction prediction with 1.9M reactions from USPTO patents (1976-2016). Predict the product of the given reaction. (1) The product is: [C:22]([O:21][C:19](=[O:18])[NH:1][C:2]1[CH:7]=[CH:6][C:5]([CH3:8])=[CH:4][C:3]=1[CH2:9][OH:10])([CH3:25])([CH3:24])[CH3:23]. Given the reactants [NH2:1][C:2]1[CH:7]=[CH:6][C:5]([CH3:8])=[CH:4][C:3]=1[CH2:9][OH:10].CCN(CC)CC.[O:18](C(OC(C)(C)C)=O)[C:19]([O:21][C:22]([CH3:25])([CH3:24])[CH3:23])=O, predict the reaction product. (2) The product is: [CH3:52][CH2:49][CH2:48][CH:47]([CH3:51])[CH3:46].[Si:37]([O:44][CH2:45][CH2:46][C:47]1[CH:48]=[C:49]([CH2:52][N:53]2[CH2:63][CH2:62][C:56]3([O:61][CH2:60][CH2:59][N:58]([C:34]([C:32]4[N:33]=[C:29]([C:25]([CH3:26])([CH3:27])[CH3:28])[S:30][CH:31]=4)=[O:36])[CH2:57]3)[CH2:55][CH2:54]2)[S:50][CH:51]=1)([C:40]([CH3:41])([CH3:42])[CH3:43])([CH3:39])[CH3:38]. Given the reactants CN(C(ON1N=NC2C=CC=NC1=2)=[N+](C)C)C.F[P-](F)(F)(F)(F)F.[C:25]([C:29]1[S:30][CH:31]=[C:32]([C:34]([OH:36])=O)[N:33]=1)([CH3:28])([CH3:27])[CH3:26].[Si:37]([O:44][CH2:45][CH2:46][C:47]1[CH:48]=[C:49]([CH2:52][N:53]2[CH2:63][CH2:62][C:56]3([O:61][CH2:60][CH2:59][NH:58][CH2:57]3)[CH2:55][CH2:54]2)[S:50][CH:51]=1)([C:40]([CH3:43])([CH3:42])[CH3:41])([CH3:39])[CH3:38].C(N(CC)CC)C, predict the reaction product. (3) The product is: [C:15]([O:10][C:7]([NH:1][C@H:2]([CH3:3])[C:4]([OH:6])=[O:5])=[O:8])([CH3:20])([CH3:17])[CH3:14]. Given the reactants [NH2:1][C@@H:2]([C:4]([OH:6])=[O:5])[CH3:3].[C:7]([O-:10])([O-])=[O:8].[K+].[K+].C(O)(=O)[CH2:14][C:15]([CH2:20]C(O)=O)([C:17](O)=O)O, predict the reaction product. (4) Given the reactants C([O:8][C:9]1[CH:18]=[C:17]2[C:12]([C:13]([Cl:19])=[CH:14][CH:15]=[N:16]2)=[CH:11][CH:10]=1)C1C=CC=CC=1.C([O-])(O)=O.[Na+], predict the reaction product. The product is: [Cl:19][C:13]1[C:12]2[C:17](=[CH:18][C:9]([OH:8])=[CH:10][CH:11]=2)[N:16]=[CH:15][CH:14]=1.